From a dataset of Peptide-MHC class II binding affinity with 134,281 pairs from IEDB. Regression. Given a peptide amino acid sequence and an MHC pseudo amino acid sequence, predict their binding affinity value. This is MHC class II binding data. (1) The peptide sequence is PRCWLIRNGSYLNTS. The MHC is DRB1_0301 with pseudo-sequence DRB1_0301. The binding affinity (normalized) is 0.383. (2) The peptide sequence is NLLANVYHQINHLKT. The MHC is DRB1_0802 with pseudo-sequence DRB1_0802. The binding affinity (normalized) is 0.435. (3) The MHC is DRB1_1001 with pseudo-sequence DRB1_1001. The peptide sequence is ITYVATATLPNYCRA. The binding affinity (normalized) is 0.967. (4) The peptide sequence is MRRPQQGASGVVRVW. The MHC is DRB1_0101 with pseudo-sequence DRB1_0101. The binding affinity (normalized) is 0.417.